Predict the reaction yield, written as a fraction of the theoretical maximum amount of product (1.0 means a 100% yield; for example, 0.34 means a 34% yield). From a dataset of Reaction yield outcomes from USPTO patents with 853,638 reactions. (1) The yield is 0.360. The product is [Br:1][C:2]1[CH:3]=[CH:4][C:5]2[CH:9]=[C:8]([C:19]3[CH:20]=[CH:21][C:22]([C:25]4[NH:29][C:28]([C@@H:30]5[CH2:34][CH2:33][CH2:32][N:31]5[C:35]([O:37][C:38]([CH3:41])([CH3:40])[CH3:39])=[O:36])=[N:27][CH:26]=4)=[CH:23][CH:24]=3)[S:7][C:6]=2[CH:10]=1. The reactants are [Br:1][C:2]1[CH:3]=[CH:4][C:5]2[CH:9]=[CH:8][S:7][C:6]=2[CH:10]=1.CC1(C)C(C)(C)OB([C:19]2[CH:24]=[CH:23][C:22]([C:25]3[NH:29][C:28]([C@@H:30]4[CH2:34][CH2:33][CH2:32][N:31]4[C:35]([O:37][C:38]([CH3:41])([CH3:40])[CH3:39])=[O:36])=[N:27][CH:26]=3)=[CH:21][CH:20]=2)O1.C(=O)([O-])[O-].[K+].[K+]. The catalyst is O.C(COC)OC.[Pd].C1(P(C2C=CC=CC=2)C2C=CC=CC=2)C=CC=CC=1.C1(P(C2C=CC=CC=2)C2C=CC=CC=2)C=CC=CC=1.C1(P(C2C=CC=CC=2)C2C=CC=CC=2)C=CC=CC=1.C1(P(C2C=CC=CC=2)C2C=CC=CC=2)C=CC=CC=1. (2) The reactants are Cl[C:2]1[N:3]=[N+:4]([O-:12])[C:5]2[CH:11]=[CH:10][CH:9]=[CH:8][C:6]=2[N:7]=1.[CH2:13]([CH2:15][NH2:16])[OH:14]. The catalyst is COCCOC. The product is [O-:12][N+:4]1[C:5]2[CH:11]=[CH:10][CH:9]=[CH:8][C:6]=2[N:7]=[C:2]([NH:16][CH2:15][CH2:13][OH:14])[N:3]=1. The yield is 0.880. (3) The reactants are Cl[C:2]1[CH:7]=[C:6]([C:8]2[NH:12][N:11]=[C:10]([C:13]3[S:14][CH:15]=[CH:16][CH:17]=3)[C:9]=2[CH2:18][CH2:19][NH:20][S:21]([C:24]2[CH:29]=[CH:28][C:27]([CH2:30][CH2:31][CH2:32][CH2:33][CH3:34])=[CH:26][CH:25]=2)(=[O:23])=[O:22])[CH:5]=[CH:4][N:3]=1.[NH:35]1[CH2:40][CH2:39][O:38][CH2:37][CH2:36]1. The catalyst is CN1CCCC1=O. The product is [N:35]1([C:2]2[CH:7]=[C:6]([C:8]3[NH:12][N:11]=[C:10]([C:13]4[S:14][CH:15]=[CH:16][CH:17]=4)[C:9]=3[CH2:18][CH2:19][NH:20][S:21]([C:24]3[CH:25]=[CH:26][C:27]([CH2:30][CH2:31][CH2:32][CH2:33][CH3:34])=[CH:28][CH:29]=3)(=[O:23])=[O:22])[CH:5]=[CH:4][N:3]=2)[CH2:40][CH2:39][O:38][CH2:37][CH2:36]1. The yield is 0.760. (4) The reactants are [F:1][C:2]1[C:7]([F:8])=[CH:6][CH:5]=[CH:4][C:3]=1[C:9]1[N:10]=[C:11]2[C:16](=[N:17][CH:18]=1)[N:15]=[C:14]([NH2:19])[N:13]=[C:12]2OCC.[NH3:23]. The catalyst is CO. The product is [F:1][C:2]1[C:7]([F:8])=[CH:6][CH:5]=[CH:4][C:3]=1[C:9]1[N:10]=[C:11]2[C:16](=[N:17][CH:18]=1)[N:15]=[C:14]([NH2:19])[N:13]=[C:12]2[NH2:23]. The yield is 0.620. (5) The reactants are C1([SiH3])C=CC=CC=1.[C:8]([O:12][C:13]([N:15]([CH2:31][C@@H:32]1[CH:36]=[CH:35][CH2:34][N:33]1[C:37](=[O:44])[C:38]1[CH:43]=[CH:42][CH:41]=[CH:40][CH:39]=1)[NH:16][C:17](=[O:30])[C@@H:18]([NH:23]C(OCC=C)=O)[CH2:19][CH:20]([CH3:22])[CH3:21])=[O:14])([CH3:11])([CH3:10])[CH3:9]. The catalyst is ClCCl. The product is [C:8]([O:12][C:13]([N:15]([CH2:31][C@@H:32]1[CH:36]=[CH:35][CH2:34][N:33]1[C:37](=[O:44])[C:38]1[CH:39]=[CH:40][CH:41]=[CH:42][CH:43]=1)[NH:16][C:17](=[O:30])[C@@H:18]([NH2:23])[CH2:19][CH:20]([CH3:22])[CH3:21])=[O:14])([CH3:10])([CH3:11])[CH3:9]. The yield is 0.830. (6) The reactants are C[O:2][C:3](=[O:24])[CH:4]([N:10]1[CH2:14][C:13]([O:15][C:16]2[CH:21]=[CH:20][CH:19]=[CH:18][C:17]=2[Cl:22])=[CH:12][C:11]1=[O:23])[CH2:5][C:6]([F:9])([F:8])[F:7].O1CCCC1.O.[OH-].[Li+]. The catalyst is O. The product is [Cl:22][C:17]1[CH:18]=[CH:19][CH:20]=[CH:21][C:16]=1[O:15][C:13]1[CH2:14][N:10]([CH:4]([CH2:5][C:6]([F:9])([F:8])[F:7])[C:3]([OH:24])=[O:2])[C:11](=[O:23])[CH:12]=1. The yield is 0.730. (7) The reactants are [Cl:1][C:2]1[CH:7]=[CH:6][C:5]([C:8]2[C:13]([C:14]([OH:16])=[O:15])=[CH:12][N:11]=[CH:10][CH:9]=2)=[C:4](F)[CH:3]=1.C([O-])([O-])=O.[Cs+].[Cs+]. The catalyst is CS(C)=O.O. The product is [Cl:1][C:2]1[CH:7]=[CH:6][C:5]2[C:8]3[C:13](=[CH:12][N:11]=[CH:10][CH:9]=3)[C:14](=[O:16])[O:15][C:4]=2[CH:3]=1. The yield is 0.720. (8) The reactants are [CH3:1][O:2][C:3]([C:5]1([CH2:17][O:18][CH3:19])[CH2:9][CH2:8][N:7](CC2C=CC=CC=2)[CH2:6]1)=[O:4].C([O-])=O.[NH4+]. The catalyst is [Pd].CO. The product is [CH3:1][O:2][C:3]([C:5]1([CH2:17][O:18][CH3:19])[CH2:9][CH2:8][NH:7][CH2:6]1)=[O:4]. The yield is 0.570. (9) The reactants are [CH3:1][O:2][C:3]1[CH:8]=[C:7]([CH3:9])[CH:6]=[C:5]([CH3:10])[CH:4]=1.[Br:11]N1C(=O)CCC1=O. The catalyst is C(#N)C. The product is [Br:11][C:6]1[C:7]([CH3:9])=[CH:8][C:3]([O:2][CH3:1])=[CH:4][C:5]=1[CH3:10]. The yield is 0.920.